Dataset: Forward reaction prediction with 1.9M reactions from USPTO patents (1976-2016). Task: Predict the product of the given reaction. (1) Given the reactants [Cl:1][C:2]1[CH:3]=[C:4]([CH:16]=[CH:17][C:18]=1[F:19])[CH2:5][O:6][CH2:7][C:8]1[O:12][N:11]=[C:10]([C:13]([OH:15])=O)[CH:9]=1.Cl.[O:21]1[CH2:25][CH2:24][CH:23]([CH2:26][NH2:27])[CH2:22]1.C(N(CC)CC)C.ON1C2C=CC=CC=2N=N1.Cl.C(N=C=NCCCN(C)C)C, predict the reaction product. The product is: [O:21]1[CH2:25][CH2:24][CH:23]([CH2:26][NH:27][C:13]([C:10]2[CH:9]=[C:8]([CH2:7][O:6][CH2:5][C:4]3[CH:16]=[CH:17][C:18]([F:19])=[C:2]([Cl:1])[CH:3]=3)[O:12][N:11]=2)=[O:15])[CH2:22]1. (2) Given the reactants [ClH:1].Cl.[N:3]1([C:9]2[N:14]=[CH:13][N:12]=[C:11]3[NH:15][N:16]=[CH:17][C:10]=23)[CH2:8][CH2:7][NH:6][CH2:5][CH2:4]1.C1C=CC2N(O)N=NC=2C=1.CCN=C=NCCCN(C)C.C(OC([NH:46][CH2:47][CH2:48][CH:49]([C:53]1[CH:58]=[CH:57][CH:56]=[CH:55][C:54]=1[Cl:59])[C:50](O)=[O:51])=O)(C)(C)C.C(N(CC)CC)C, predict the reaction product. The product is: [ClH:59].[ClH:1].[NH2:46][CH2:47][CH2:48][CH:49]([C:53]1[CH:58]=[CH:57][CH:56]=[CH:55][C:54]=1[Cl:59])[C:50]([N:6]1[CH2:5][CH2:4][N:3]([C:9]2[N:14]=[CH:13][N:12]=[C:11]3[NH:15][N:16]=[CH:17][C:10]=23)[CH2:8][CH2:7]1)=[O:51]. (3) Given the reactants [CH2:1]([C:3]1[NH:4][C:5]2[C:10]([C:11]=1[C:12]1[CH2:13][CH2:14][NH:15][CH2:16][CH:17]=1)=[CH:9][C:8]([F:18])=[CH:7][CH:6]=2)[CH3:2], predict the reaction product. The product is: [CH2:1]([C:3]1[NH:4][C:5]2[C:10]([C:11]=1[CH:12]1[CH2:13][CH2:14][NH:15][CH2:16][CH2:17]1)=[CH:9][C:8]([F:18])=[CH:7][CH:6]=2)[CH3:2]. (4) Given the reactants CN(C(ON1N=NC2C=CC=NC1=2)=[N+](C)C)C.F[P-](F)(F)(F)(F)F.[Cl:25][C:26]1[C:34]([Cl:35])=[CH:33][C:29]([C:30]([OH:32])=O)=[C:28]([NH:36][S:37]([C:40]2[C:41]3[N:42]=[CH:43][CH:44]=[N:45][C:46]=3[CH:47]=[CH:48][CH:49]=2)(=[O:39])=[O:38])[CH:27]=1.[NH:50]1[CH2:55][CH2:54][O:53][CH2:52][CH2:51]1, predict the reaction product. The product is: [Cl:35][C:34]1[C:26]([Cl:25])=[CH:27][C:28]([NH:36][S:37]([C:40]2[C:41]3[N:42]=[CH:43][CH:44]=[N:45][C:46]=3[CH:47]=[CH:48][CH:49]=2)(=[O:38])=[O:39])=[C:29]([C:30]([N:50]2[CH2:55][CH2:54][O:53][CH2:52][CH2:51]2)=[O:32])[CH:33]=1. (5) Given the reactants Br[C:2]1[CH:7]=[CH:6][C:5]([C@H:8]([NH:13][C@H:14]([C:18]([NH:20]C2(C#N)CC2)=O)[CH2:15][CH2:16]C)[C:9]([F:12])([F:11])[F:10])=[CH:4][CH:3]=1.[CH3:26][S:27]([C:30]1[CH:35]=[CH:34][C:33](B(O)O)=[CH:32][CH:31]=1)(=[O:29])=[O:28].[C:39]([O-:42])([O-])=O.[K+].[K+], predict the reaction product. The product is: [C:18]([C:14]1([N:13]([C@@H:8]([C:5]2[CH:4]=[CH:3][C:2]([C:33]3[CH:34]=[CH:35][C:30]([S:27]([CH3:26])(=[O:29])=[O:28])=[CH:31][CH:32]=3)=[CH:7][CH:6]=2)[C:9]([F:10])([F:11])[F:12])[C:39](=[O:42])[C@H:8]([CH2:5][CH2:4][CH3:3])[NH2:13])[CH2:15][CH2:16]1)#[N:20]. (6) Given the reactants [Br:1][C:2]1[CH:3]=[C:4]([C:16]([OH:18])=[O:17])[C:5]([O:8][CH2:9][CH2:10][N:11]2[CH:15]=[CH:14][N:13]=[CH:12]2)=[N:6][CH:7]=1.S(Cl)(Cl)=O.[CH3:23]O, predict the reaction product. The product is: [Br:1][C:2]1[CH:3]=[C:4]([C:16]([O:18][CH3:23])=[O:17])[C:5]([O:8][CH2:9][CH2:10][N:11]2[CH:15]=[CH:14][N:13]=[CH:12]2)=[N:6][CH:7]=1. (7) Given the reactants C([O-])(=O)CCCCCCCCCCCCCCCCC.[Al+3:21].C([O-])(=O)CCCCCCCCCCCCCCCCC.C([O-])(=O)CCCCCCCCCCCCCCCCC.[OH:62][C:63]1[CH:64]=[CH:65][CH:66]=[C:67]2[C:72]=1[N:71]=[CH:70][CH:69]=[CH:68]2, predict the reaction product. The product is: [CH:65]1[CH:64]=[C:63]([O-:62])[C:72]2[N:71]=[CH:70][CH:69]=[CH:68][C:67]=2[CH:66]=1.[CH:65]1[CH:64]=[C:63]([O-:62])[C:72]2[N:71]=[CH:70][CH:69]=[CH:68][C:67]=2[CH:66]=1.[CH:65]1[CH:64]=[C:63]([O-:62])[C:72]2[N:71]=[CH:70][CH:69]=[CH:68][C:67]=2[CH:66]=1.[Al+3:21].